This data is from Peptide-MHC class I binding affinity with 185,985 pairs from IEDB/IMGT. The task is: Regression. Given a peptide amino acid sequence and an MHC pseudo amino acid sequence, predict their binding affinity value. This is MHC class I binding data. (1) The peptide sequence is TVMDIISRR. The MHC is HLA-A33:01 with pseudo-sequence HLA-A33:01. The binding affinity (normalized) is 0.777. (2) The peptide sequence is YSIQGPDGHL. The MHC is H-2-Db with pseudo-sequence H-2-Db. The binding affinity (normalized) is 0.356. (3) The peptide sequence is PSDGNCTCI. The MHC is Patr-B0101 with pseudo-sequence Patr-B0101. The binding affinity (normalized) is 0.0941. (4) The peptide sequence is LSAGVGAVA. The MHC is HLA-A02:06 with pseudo-sequence HLA-A02:06. The binding affinity (normalized) is 0.204. (5) The peptide sequence is IFLKPDETF. The MHC is HLA-A80:01 with pseudo-sequence HLA-A80:01. The binding affinity (normalized) is 0.0847.